The task is: Predict the reactants needed to synthesize the given product.. This data is from Full USPTO retrosynthesis dataset with 1.9M reactions from patents (1976-2016). (1) Given the product [C:5]([CH:12]([CH2:13][CH2:14][CH2:15][CH2:16][CH2:17][CH2:18][CH2:19][CH2:20][CH2:21][CH2:22][CH3:23])[CH2:11][CH2:10][CH2:9][C:24]1[CH:29]=[CH:28][CH:27]=[CH:26][CH:25]=1)(=[O:7])[CH3:6], predict the reactants needed to synthesize it. The reactants are: [Cl-].[Al+3].[Cl-].[Cl-].[C:5](Cl)(=[O:7])[CH3:6].[CH2:9]([C:24]1[CH:29]=[CH:28][CH:27]=[CH:26][CH:25]=1)[CH2:10][CH2:11][CH2:12][CH2:13][CH2:14][CH2:15][CH2:16][CH2:17][CH2:18][CH2:19][CH2:20][CH2:21][CH2:22][CH3:23]. (2) Given the product [CH2:1]([O:3][C:4]([C:6]1[C:14]2[CH2:13][CH2:12][N:11]([CH2:33][CH2:32][CH2:31][CH2:30][O:29][C:26](=[O:28])[CH3:27])[C:10](=[O:15])[C:9]=2[N:8]([C:16]2[CH:17]=[CH:18][C:19]([O:22][CH3:23])=[CH:20][CH:21]=2)[N:7]=1)=[O:5])[CH3:2], predict the reactants needed to synthesize it. The reactants are: [CH2:1]([O:3][C:4]([C:6]1[C:14]2[CH2:13][CH2:12][NH:11][C:10](=[O:15])[C:9]=2[N:8]([C:16]2[CH:21]=[CH:20][C:19]([O:22][CH3:23])=[CH:18][CH:17]=2)[N:7]=1)=[O:5])[CH3:2].[H-].[Na+].[C:26]([O:29][CH2:30][CH2:31][CH2:32][CH2:33]Br)(=[O:28])[CH3:27]. (3) Given the product [CH3:1][O:2][C:3](=[O:27])[CH:4]([C:16]1[CH:21]=[CH:20][C:19]([S:22]([CH3:25])(=[O:24])=[O:23])=[C:18]([Cl:26])[CH:17]=1)[CH2:5][CH:6]1[CH2:10][CH2:9][C:8](=[O:11])[CH2:7]1, predict the reactants needed to synthesize it. The reactants are: [CH3:1][O:2][C:3](=[O:27])[CH:4]([C:16]1[CH:21]=[CH:20][C:19]([S:22]([CH3:25])(=[O:24])=[O:23])=[C:18]([Cl:26])[CH:17]=1)[CH2:5][CH:6]1[CH2:10][CH2:9][C:8]2(OCCC[O:11]2)[CH2:7]1.Cl. (4) Given the product [CH3:26][C@@H:27]1[CH2:32][NH:31][C@@H:30]([CH3:33])[CH2:29][N:28]1[C:2]1[N:7]2[CH:8]=[C:9]([CH2:11][N:12]3[C@H:25]4[C@H:16]([CH2:17][CH2:18][C:19]5[C:24]4=[N:23][CH:22]=[CH:21][CH:20]=5)[CH2:15][CH2:14][CH2:13]3)[N:10]=[C:6]2[CH:5]=[CH:4][CH:3]=1, predict the reactants needed to synthesize it. The reactants are: F[C:2]1[N:7]2[CH:8]=[C:9]([CH2:11][N:12]3[C@H:25]4[C@H:16]([CH2:17][CH2:18][C:19]5[C:24]4=[N:23][CH:22]=[CH:21][CH:20]=5)[CH2:15][CH2:14][CH2:13]3)[N:10]=[C:6]2[CH:5]=[CH:4][CH:3]=1.[CH3:26][C@@H:27]1[CH2:32][NH:31][C@@H:30]([CH3:33])[CH2:29][NH:28]1. (5) The reactants are: [CH3:1][C:2]1[CH:7]=[CH:6][CH:5]=[C:4]([CH3:8])[C:3]=1[C:9]1[CH:10]=[C:11]2[C:15](=[CH:16][CH:17]=1)[C@@H:14]([OH:18])[CH2:13][CH2:12]2.[CH3:19][O:20][C:21](=[O:33])[CH2:22][C@H:23]1[C:27]2[CH:28]=[CH:29][C:30](O)=[CH:31][C:26]=2[O:25][CH2:24]1. Given the product [CH3:19][O:20][C:21](=[O:33])[CH2:22][C@H:23]1[C:27]2[CH:28]=[CH:29][C:30]([O:18][C@H:14]3[C:15]4[C:11](=[CH:10][C:9]([C:3]5[C:4]([CH3:8])=[CH:5][CH:6]=[CH:7][C:2]=5[CH3:1])=[CH:17][CH:16]=4)[CH2:12][CH2:13]3)=[CH:31][C:26]=2[O:25][CH2:24]1, predict the reactants needed to synthesize it. (6) Given the product [CH2:1]([C:8]1[CH:9]=[CH:10][C:11]([CH2:12][N:13]([C:22]2[CH:23]=[CH:24][C:25]([OH:32])=[C:26]([CH:31]=2)[C:27]([OH:29])=[O:28])[C:14](=[O:21])[C:15]2[CH:20]=[CH:19][CH:18]=[CH:17][CH:16]=2)=[CH:33][CH:34]=1)[CH2:2][CH2:3][CH2:4][CH2:5][CH2:6][CH3:7], predict the reactants needed to synthesize it. The reactants are: [CH2:1]([C:8]1[CH:34]=[CH:33][C:11]([CH2:12][N:13]([C:22]2[CH:23]=[CH:24][C:25]([OH:32])=[C:26]([CH:31]=2)[C:27]([O:29]C)=[O:28])[C:14](=[O:21])[C:15]2[CH:20]=[CH:19][CH:18]=[CH:17][CH:16]=2)=[CH:10][CH:9]=1)[CH2:2][CH2:3][CH2:4][CH2:5][CH2:6][CH3:7]. (7) Given the product [C:21]([O:20][C:18]([NH:1][C:2]1[CH:3]=[N:4][CH:5]=[CH:6][CH:7]=1)=[O:19])([CH3:24])([CH3:23])[CH3:22], predict the reactants needed to synthesize it. The reactants are: [NH2:1][C:2]1[CH:3]=[N:4][CH:5]=[CH:6][CH:7]=1.C[Si](C)(C)[N-][Si](C)(C)C.[Na+].[C:18](O[C:18]([O:20][C:21]([CH3:24])([CH3:23])[CH3:22])=[O:19])([O:20][C:21]([CH3:24])([CH3:23])[CH3:22])=[O:19]. (8) Given the product [CH2:38]([O:37][C:34]1[CH:35]=[N:36][C:31]([C:27]2[CH:26]=[C:25]([CH:23]([C:18]3[C:19](=[O:22])[CH:20]=[CH:21][N:16]([C:14]4[CH:13]=[N:12][N:11]([CH2:10][CH2:9][OH:8])[CH:15]=4)[N:17]=3)[CH3:24])[CH:30]=[CH:29][CH:28]=2)=[N:32][CH:33]=1)[CH3:39], predict the reactants needed to synthesize it. The reactants are: C([O:8][CH2:9][CH2:10][N:11]1[CH:15]=[C:14]([N:16]2[CH:21]=[CH:20][C:19](=[O:22])[C:18]([CH:23]([C:25]3[CH:30]=[CH:29][CH:28]=[C:27]([C:31]4[N:36]=[CH:35][C:34]([O:37][CH2:38][CH3:39])=[CH:33][N:32]=4)[CH:26]=3)[CH3:24])=[N:17]2)[CH:13]=[N:12]1)C1C=CC=CC=1.C(OC1C=NC(C2C=C(C=CC=2)CC2C(=O)C=CN(C3C=NN(CCO)C=3)N=2)=NC=1)C.